This data is from Catalyst prediction with 721,799 reactions and 888 catalyst types from USPTO. The task is: Predict which catalyst facilitates the given reaction. (1) Reactant: [Br:1][C:2]1[CH:10]=[CH:9][C:5]([C:6]([O-:8])=O)=[C:4]([CH2:11]Br)[CH:3]=1.[CH:13]1([NH2:16])[CH2:15][CH2:14]1. Product: [Br:1][C:2]1[CH:3]=[C:4]2[C:5](=[CH:9][CH:10]=1)[C:6](=[O:8])[N:16]([CH:13]1[CH2:15][CH2:14]1)[CH2:11]2. The catalyst class is: 5. (2) Reactant: [Br:1][C:2]1[CH:3]=[CH:4][C:5]2[CH2:11][CH2:10][CH2:9][CH2:8][NH:7][C:6]=2[CH:12]=1.[C:13](O)(=O)C.C=O.C([BH3-])#N.[Na+].C(=O)([O-])O.[Na+]. Product: [Br:1][C:2]1[CH:3]=[CH:4][C:5]2[CH2:11][CH2:10][CH2:9][CH2:8][N:7]([CH3:13])[C:6]=2[CH:12]=1. The catalyst class is: 5. (3) Reactant: [CH:1]([C:4]1[N:8]=[C:7]([N:9]2[CH2:14][CH2:13][CH:12]([NH2:15])[CH2:11][CH2:10]2)[S:6][N:5]=1)([CH3:3])[CH3:2].C[Al](C)C.C1(C)C=CC=CC=1.[Br:27][C:28]1[CH:40]=[CH:39][C:31]([O:32][C@H:33]2[CH2:37][CH2:36][O:35][C:34]2=[O:38])=[C:30]([F:41])[CH:29]=1. Product: [Br:27][C:28]1[CH:40]=[CH:39][C:31]([O:32][C@@H:33]([CH2:37][CH2:36][OH:35])[C:34]([NH:15][CH:12]2[CH2:11][CH2:10][N:9]([C:7]3[S:6][N:5]=[C:4]([CH:1]([CH3:3])[CH3:2])[N:8]=3)[CH2:14][CH2:13]2)=[O:38])=[C:30]([F:41])[CH:29]=1. The catalyst class is: 2. (4) Reactant: [Cl:1][C:2]1[CH:23]=[CH:22][CH:21]=[C:20]([Cl:24])[C:3]=1[C:4]([NH:6][C@H:7]([C:16]([O:18][CH3:19])=[O:17])[CH2:8][C:9]1[CH:14]=[CH:13][C:12]([OH:15])=[CH:11][CH:10]=1)=[O:5].O[CH2:26][CH2:27][C:28]1[CH:29]=[CH:30][C:31]2[N:36]([CH3:37])[CH2:35][CH2:34][N:33]([C:38]([O:40][C:41]([CH3:44])([CH3:43])[CH3:42])=[O:39])[C:32]=2[N:45]=1.C1(P(C2C=CC=CC=2)C2C=CC=CC=2)C=CC=CC=1. Product: [Cl:1][C:2]1[CH:23]=[CH:22][CH:21]=[C:20]([Cl:24])[C:3]=1[C:4]([NH:6][C@H:7]([C:16]([O:18][CH3:19])=[O:17])[CH2:8][C:9]1[CH:10]=[CH:11][C:12]([O:15][CH2:26][CH2:27][C:28]2[CH:29]=[CH:30][C:31]3[N:36]([CH3:37])[CH2:35][CH2:34][N:33]([C:38]([O:40][C:41]([CH3:44])([CH3:43])[CH3:42])=[O:39])[C:32]=3[N:45]=2)=[CH:13][CH:14]=1)=[O:5]. The catalyst class is: 4. (5) Product: [CH2:32]([O:34][C:35]1[CH:36]=[C:37]([CH:47]=[CH:48][CH:49]=1)[O:38][C:39]1[CH:46]=[CH:45][C:42]([CH2:43][NH:44][C:4](=[O:6])[C:3]2[CH:7]=[CH:8][CH:9]=[N:10][C:2]=2[NH2:1])=[CH:41][CH:40]=1)[CH3:33]. The catalyst class is: 3. Reactant: [NH2:1][C:2]1[N:10]=[CH:9][CH:8]=[CH:7][C:3]=1[C:4]([OH:6])=O.ON1C2C=CC=CC=2N=N1.CCN=C=NCCCN(C)C.[CH2:32]([O:34][C:35]1[CH:36]=[C:37]([CH:47]=[CH:48][CH:49]=1)[O:38][C:39]1[CH:46]=[CH:45][C:42]([CH2:43][NH2:44])=[CH:41][CH:40]=1)[CH3:33].C(=O)(O)[O-].[Na+]. (6) Reactant: [CH3:1][C:2]1[N:25]([CH3:26])[C:5]2[CH:6]=[C:7]([C:22]([OH:24])=O)[C:8]3[CH2:9][CH2:10][C:11]4([NH:20][C:21]=3[C:4]=2[N:3]=1)[CH2:19][C:18]1[C:13](=[CH:14][CH:15]=[CH:16][CH:17]=1)[CH2:12]4.F[B-](F)(F)F.N1(OC(N(C)C)=[N+](C)C)C2C=CC=CC=2N=N1.C(N(CC)CC)C.Cl.[F:57][CH:58]1[CH2:61][NH:60][CH2:59]1. Product: [F:57][CH:58]1[CH2:61][N:60]([C:22]([C:7]2[C:8]3[CH2:9][CH2:10][C:11]4([NH:20][C:21]=3[C:4]3[N:3]=[C:2]([CH3:1])[N:25]([CH3:26])[C:5]=3[CH:6]=2)[CH2:19][C:18]2[C:13](=[CH:14][CH:15]=[CH:16][CH:17]=2)[CH2:12]4)=[O:24])[CH2:59]1. The catalyst class is: 9. (7) Reactant: [C:1]1([C:7]([NH:9][CH:10]2[CH2:15][CH:14]([C:16]3[CH:21]=[CH:20][C:19]([C:22]([F:25])([F:24])[F:23])=[CH:18][CH:17]=3)[CH2:13][N:12]([C:26]([O:28]C3C=CC([N+]([O-])=O)=CC=3)=O)[CH2:11]2)=[O:8])[CH:6]=[CH:5][CH:4]=[CH:3][CH:2]=1.[CH3:38][C@H:39]1[O:44][C@@H:43]([CH3:45])[CH2:42][NH:41][CH2:40]1.C(=O)([O-])[O-].[K+].[K+]. Product: [CH3:45][CH:43]1[O:44][CH:39]([CH3:38])[CH2:40][N:41]([C:26]([N:12]2[CH2:13][CH:14]([C:16]3[CH:17]=[CH:18][C:19]([C:22]([F:25])([F:23])[F:24])=[CH:20][CH:21]=3)[CH2:15][CH:10]([NH:9][C:7]([C:1]3[CH:6]=[CH:5][CH:4]=[CH:3][CH:2]=3)=[O:8])[CH2:11]2)=[O:28])[CH2:42]1. The catalyst class is: 3. (8) Reactant: C(C1C2CCC(OC3C=C(N)C=CC=3)=CC=2NN=1)=CC1C=CC=CC=1.CC1SC(C([N:34]2[C:42]3[C:37](=[CH:38][CH:39]=[C:40]([O:43][C:44]4[CH:45]=[C:46]([NH:50][C:51]([C:53]5[S:54][C:55]([CH3:58])=[CH:56][N:57]=5)=[O:52])[CH:47]=[CH:48][CH:49]=4)[CH:41]=3)[C:36]([CH:59]=[CH:60][C:61]3[CH:66]=[CH:65][CH:64]=[CH:63][CH:62]=3)=[N:35]2)=O)=NC=1.CC1SC(C(O)=O)=NC=1.CN(C(ON1N=NC2C=CC=NC1=2)=[N+](C)C)C.F[P-](F)(F)(F)(F)F.C(C1C(=O)C(Cl)=C(Cl)C(=O)C=1C#N)#N. Product: [CH:59]([C:36]1[C:37]2[C:42](=[CH:41][C:40]([O:43][C:44]3[CH:45]=[C:46]([NH:50][C:51]([C:53]4[S:54][C:55]([CH3:58])=[CH:56][N:57]=4)=[O:52])[CH:47]=[CH:48][CH:49]=3)=[CH:39][CH:38]=2)[NH:34][N:35]=1)=[CH:60][C:61]1[CH:66]=[CH:65][CH:64]=[CH:63][CH:62]=1. The catalyst class is: 3. (9) Reactant: [Ca:1].Cl.C(=O)([O-])[O-].[Na+].[Na+].[P:9]([O-:13])([O-:12])([OH:11])=[O:10].[Na+].[Na+]. Product: [P:9]([O-:13])([O-:12])([O-:11])=[O:10].[Ca+2:1].[P:9]([O-:13])([O-:12])([O-:11])=[O:10].[Ca+2:1].[Ca+2:1]. The catalyst class is: 6. (10) Reactant: [Br:1][C:2]1[CH:7]=[CH:6][C:5]([S:8]([NH:11][C:12]2[CH:13]=[N:14][CH:15]=[C:16](Br)[CH:17]=2)(=[O:10])=[O:9])=[C:4]([Cl:19])[CH:3]=1.[B:20]1([B:20]2[O:24][C:23]([CH3:26])([CH3:25])[C:22]([CH3:28])([CH3:27])[O:21]2)[O:24][C:23]([CH3:26])([CH3:25])[C:22]([CH3:28])([CH3:27])[O:21]1.C([O-])(=O)C.[K+]. Product: [Br:1][C:2]1[CH:7]=[CH:6][C:5]([S:8]([NH:11][C:12]2[CH:13]=[N:14][CH:15]=[C:16]([B:20]3[O:24][C:23]([CH3:26])([CH3:25])[C:22]([CH3:28])([CH3:27])[O:21]3)[CH:17]=2)(=[O:10])=[O:9])=[C:4]([Cl:19])[CH:3]=1. The catalyst class is: 368.